Predict the reaction yield, written as a fraction of the theoretical maximum amount of product (1.0 means a 100% yield; for example, 0.34 means a 34% yield). From a dataset of Reaction yield outcomes from USPTO patents with 853,638 reactions. (1) The reactants are [CH:1]([O:4][P:5]([CH2:11]Br)(=[O:10])[O:6][CH:7]([CH3:9])[CH3:8])([CH3:3])[CH3:2].[OH:13][CH2:14][C:15]([CH2:38][CH3:39])=[CH:16][CH2:17][C:18]1[C:26]([O:27][CH2:28][CH2:29][Si:30]([CH3:33])([CH3:32])[CH3:31])=[C:25]2[C:21]([CH2:22][O:23][C:24]2=[O:34])=[C:20]([CH3:35])[C:19]=1[O:36][CH3:37].CC(C)([O-])C.[Li+].[Cl-].[Li+]. The catalyst is CN(C=O)C. The product is [CH:1]([O:4][P:5]([CH2:11][O:13][CH2:14][C:15]([CH2:38][CH3:39])=[CH:16][CH2:17][C:18]1[C:26]([O:27][CH2:28][CH2:29][Si:30]([CH3:32])([CH3:33])[CH3:31])=[C:25]2[C:21](=[C:20]([CH3:35])[C:19]=1[O:36][CH3:37])[CH2:22][O:23][C:24]2=[O:34])(=[O:10])[O:6][CH:7]([CH3:9])[CH3:8])([CH3:3])[CH3:2]. The yield is 0.350. (2) The reactants are [CH2:1]([N:8]1[CH2:13][CH2:12][C:11]([C:21]2[CH:33]=[CH:32][C:24]([C:25]([N:27]([CH2:30][CH3:31])[CH2:28][CH3:29])=[O:26])=[CH:23][CH:22]=2)([C:14]2[CH:19]=[CH:18][CH:17]=[C:16]([OH:20])[CH:15]=2)[CH2:10][CH2:9]1)[C:2]1[CH:7]=[CH:6][CH:5]=[CH:4][CH:3]=1.N1C=CC=CC=1.[S:40](O[S:40]([C:43]([F:46])([F:45])[F:44])(=[O:42])=[O:41])([C:43]([F:46])([F:45])[F:44])(=[O:42])=[O:41].C([O-])(O)=O.[Na+]. The catalyst is C(Cl)Cl. The yield is 0.770. The product is [CH2:1]([N:8]1[CH2:13][CH2:12][C:11]([C:14]2[CH:15]=[C:16]([O:20][S:40]([C:43]([F:46])([F:45])[F:44])(=[O:42])=[O:41])[CH:17]=[CH:18][CH:19]=2)([C:21]2[CH:22]=[CH:23][C:24]([C:25](=[O:26])[N:27]([CH2:28][CH3:29])[CH2:30][CH3:31])=[CH:32][CH:33]=2)[CH2:10][CH2:9]1)[C:2]1[CH:3]=[CH:4][CH:5]=[CH:6][CH:7]=1. (3) The reactants are C(O[C:6]([N:8](C)[C@H:9]([CH2:17][O:18][C:19](=[O:31])[NH:20][C:21]1[N:22]=[CH:23][C:24]2[C:29]([CH:30]=1)=[CH:28][CH:27]=[CH:26][CH:25]=2)[CH2:10][CH2:11][CH2:12][C:13]([O:15][CH3:16])=[O:14])=O)(C)(C)C.Cl. The catalyst is CO. The product is [CH:23]1[C:24]2[C:29](=[CH:28][CH:27]=[CH:26][CH:25]=2)[CH:30]=[C:21]([NH:20][C:19]([O:18][CH2:17][C@@H:9]([NH:8][CH3:6])[CH2:10][CH2:11][CH2:12][C:13]([O:15][CH3:16])=[O:14])=[O:31])[N:22]=1. The yield is 0.940. (4) The reactants are [N+]([C:4]1[CH:9]=[CH:8][C:7]([S:10]([NH:13][C:14]2[CH:15]=[C:16]([CH:21]=[CH:22][C:23]=2[NH:24][S:25]([C:28]2[CH:33]=[CH:32][C:31]([N+]([O-])=O)=[CH:30][CH:29]=2)(=[O:27])=[O:26])[C:17]([O:19][CH3:20])=[O:18])(=[O:12])=[O:11])=[CH:6][CH:5]=1)([O-])=O.NC1C=C(C=CC=1N)C(OC)=O.[F:49][C:50]([F:62])([F:61])C1C=CC(S(Cl)(=O)=O)=CC=1. No catalyst specified. The product is [F:49][C:50]([F:62])([F:61])[C:4]1[CH:9]=[CH:8][C:7]([S:10]([NH:13][C:14]2[CH:15]=[C:16]([CH:21]=[CH:22][C:23]=2[NH:24][S:25]([C:28]2[CH:29]=[CH:30][C:31]([C:50]([F:62])([F:61])[F:49])=[CH:32][CH:33]=2)(=[O:27])=[O:26])[C:17]([O:19][CH3:20])=[O:18])(=[O:12])=[O:11])=[CH:6][CH:5]=1. The yield is 0.770. (5) The reactants are [NH2:1][C:2]1[CH:7]=[CH:6][N:5]=[CH:4][N:3]=1.C1N2CCN(CC2)C1.[O:16]=[C:17]1[CH2:22][N:21]([C:23](=[O:28])[C:24]([F:27])([F:26])[F:25])[CH2:20][CH2:19][N:18]1[C:29]1[CH:34]=[CH:33][C:32]([S:35](Cl)(=[O:37])=[O:36])=[CH:31][CH:30]=1. The catalyst is C(#N)C. The product is [O:16]=[C:17]1[CH2:22][N:21]([C:23](=[O:28])[C:24]([F:26])([F:25])[F:27])[CH2:20][CH2:19][N:18]1[C:29]1[CH:30]=[CH:31][C:32]([S:35]([NH:1][C:2]2[CH:7]=[CH:6][N:5]=[CH:4][N:3]=2)(=[O:37])=[O:36])=[CH:33][CH:34]=1. The yield is 0.470.